Dataset: Forward reaction prediction with 1.9M reactions from USPTO patents (1976-2016). Task: Predict the product of the given reaction. (1) The product is: [CH3:1][O:2][C:3]1[CH:8]=[CH:7][C:6]([C:9]2[C:14]([C:15]3[CH:16]=[CH:17][C:18]([O:21][CH3:22])=[CH:19][CH:20]=3)=[N:13][N:12]([CH2:23][CH2:24][C:25]([NH:42][CH2:35][C:36]3[CH:41]=[CH:40][CH:39]=[CH:38][CH:37]=3)=[O:27])[C:11](=[O:28])[CH:10]=2)=[CH:5][CH:4]=1. Given the reactants [CH3:1][O:2][C:3]1[CH:8]=[CH:7][C:6]([C:9]2[C:14]([C:15]3[CH:20]=[CH:19][C:18]([O:21][CH3:22])=[CH:17][CH:16]=3)=[N:13][N:12]([CH2:23][CH2:24][C:25]([OH:27])=O)[C:11](=[O:28])[CH:10]=2)=[CH:5][CH:4]=1.C(Cl)(=O)C(Cl)=O.[CH2:35]([NH2:42])[C:36]1[CH:41]=[CH:40][CH:39]=[CH:38][CH:37]=1, predict the reaction product. (2) Given the reactants CC(C)([O-])C.[Na+].C1(P(C2C=CC=CC=2)C2(P(C3C=CC=CC=3)C3C=CC=CC=3)CC=C3C(C=CC=C3)=C2C2C3C(=CC=CC=3)C=CC=2)C=CC=CC=1.[C:53]([O:57][C:58]([N:60]1[CH2:65][CH2:64][C:63]([CH2:73][NH2:74])([C:66]2[CH:71]=[CH:70][C:69]([Cl:72])=[CH:68][CH:67]=2)[CH2:62][CH2:61]1)=[O:59])([CH3:56])([CH3:55])[CH3:54].Br[C:76]1[CH:85]=[C:84]2[C:79]([C:80](=[O:97])[N:81]([CH2:86][C:87]3[CH:92]=[CH:91][C:90]([O:93][CH3:94])=[CH:89][C:88]=3[O:95][CH3:96])[CH:82]=[N:83]2)=[CH:78][CH:77]=1, predict the reaction product. The product is: [C:53]([O:57][C:58]([N:60]1[CH2:61][CH2:62][C:63]([C:66]2[CH:71]=[CH:70][C:69]([Cl:72])=[CH:68][CH:67]=2)([CH2:73][NH:74][C:76]2[CH:85]=[C:84]3[C:79]([C:80](=[O:97])[N:81]([CH2:86][C:87]4[CH:92]=[CH:91][C:90]([O:93][CH3:94])=[CH:89][C:88]=4[O:95][CH3:96])[CH:82]=[N:83]3)=[CH:78][CH:77]=2)[CH2:64][CH2:65]1)=[O:59])([CH3:56])([CH3:55])[CH3:54]. (3) The product is: [N:20]1([C:23]2[CH:38]=[CH:37][CH:36]=[CH:35][C:24]=2[O:25][CH2:26][CH2:27][CH2:28][C:29]([O:31][CH2:32][CH3:33])=[O:30])[CH2:19][CH2:18][NH:17][CH2:22][CH2:21]1. Given the reactants O=C1CCC2C(=CC(OCCCC[N:17]3[CH2:22][CH2:21][N:20]([C:23]4[CH:38]=[CH:37][CH:36]=[CH:35][C:24]=4[O:25][CH2:26][CH2:27][CH2:28][C:29]([O:31][CH:32](C)[CH3:33])=[O:30])[CH2:19][CH2:18]3)=CC=2)N1.FC(F)(F)C(O)=O, predict the reaction product. (4) Given the reactants [CH3:1][O:2][C:3](=[O:12])[C:4]1[CH:9]=[CH:8][C:7]([OH:10])=[CH:6][C:5]=1[OH:11].CCN(CC)CC.[CH3:20][C:21](OC(C)=O)=[O:22], predict the reaction product. The product is: [CH3:1][O:2][C:3](=[O:12])[C:4]1[CH:9]=[CH:8][C:7]([O:10][C:21](=[O:22])[CH3:20])=[CH:6][C:5]=1[OH:11]. (5) Given the reactants [Cl:1][C:2]1[CH:3]=[CH:4][C:5]([N+:14]([O-:16])=[O:15])=[C:6]([CH2:8][C:9](OCC)=[O:10])[CH:7]=1.[H-].C([Al+]CC(C)C)C(C)C.C1(C)C=CC=CC=1, predict the reaction product. The product is: [Cl:1][C:2]1[CH:3]=[CH:4][C:5]([N+:14]([O-:16])=[O:15])=[C:6]([CH2:8][CH:9]=[O:10])[CH:7]=1.